Dataset: Forward reaction prediction with 1.9M reactions from USPTO patents (1976-2016). Task: Predict the product of the given reaction. (1) Given the reactants [CH3:1][O:2][C:3](=[O:22])[CH2:4][C@H:5]([OH:21])[C@H:6]([NH:10][C:11]([O:13][CH2:14][C:15]1[CH:20]=[CH:19][CH:18]=[CH:17][CH:16]=1)=[O:12])[CH:7]([CH3:9])[CH3:8].N1C(C)=CC=CC=1C.O([Si:39]([CH:46]([CH3:48])[CH3:47])([CH:43]([CH3:45])[CH3:44])[CH:40]([CH3:42])[CH3:41])S(C(F)(F)F)(=O)=O, predict the reaction product. The product is: [CH3:1][O:2][C:3](=[O:22])[CH2:4][C@H:5]([O:21][Si:39]([CH:46]([CH3:48])[CH3:47])([CH:43]([CH3:45])[CH3:44])[CH:40]([CH3:42])[CH3:41])[C@H:6]([NH:10][C:11]([O:13][CH2:14][C:15]1[CH:16]=[CH:17][CH:18]=[CH:19][CH:20]=1)=[O:12])[CH:7]([CH3:9])[CH3:8]. (2) Given the reactants [CH2:1]([O:3][C:4](=[O:27])[C:5]1[CH:10]=[CH:9][C:8]([N:11]2[C:19]3[C:14](=[CH:15][C:16]([N:24]([CH3:26])C)=[C:17]([C:20]([F:23])([F:22])[F:21])[CH:18]=3)[CH:13]=[CH:12]2)=[CH:7][CH:6]=1)[CH3:2].P(Cl)(Cl)(Cl)=O.[OH-].[Na+].Cl.CN(C)[CH:38]=[O:39], predict the reaction product. The product is: [CH2:1]([O:3][C:4](=[O:27])[C:5]1[CH:6]=[CH:7][C:8]([N:11]2[C:19]3[C:14](=[CH:15][C:16]([NH:24][CH3:26])=[C:17]([C:20]([F:22])([F:23])[F:21])[CH:18]=3)[C:13]([CH:38]=[O:39])=[CH:12]2)=[CH:9][CH:10]=1)[CH3:2]. (3) The product is: [C:3]([C:5]([CH3:52])([CH3:53])[CH2:6][O:7][C:8]([N:10]1[C:19]2[C:14](=[N:15][C:16]([O:20][CH3:21])=[CH:17][CH:18]=2)[C@@H:13]([NH:22][C:23]2[N:28]=[C:27]([CH2:29][C:30]3[CH:35]=[C:34]([C:36]([F:37])([F:39])[F:38])[CH:33]=[C:32]([C:40]([F:41])([F:43])[F:42])[CH:31]=3)[C:26]([O:44][CH2:45][CH2:46][CH2:47][C:48]#[N:49])=[CH:25][N:24]=2)[CH2:12][C@H:11]1[CH2:50][CH3:51])=[O:9])([OH:4])=[O:2]. Given the reactants C[O:2][C:3]([C:5]([CH3:53])([CH3:52])[CH2:6][O:7][C:8]([N:10]1[C:19]2[C:14](=[N:15][C:16]([O:20][CH3:21])=[CH:17][CH:18]=2)[C@@H:13]([NH:22][C:23]2[N:28]=[C:27]([CH2:29][C:30]3[CH:35]=[C:34]([C:36]([F:39])([F:38])[F:37])[CH:33]=[C:32]([C:40]([F:43])([F:42])[F:41])[CH:31]=3)[C:26]([O:44][CH2:45][CH2:46][CH2:47][C:48]#[N:49])=[CH:25][N:24]=2)[CH2:12][C@H:11]1[CH2:50][CH3:51])=[O:9])=[O:4].[OH-].[Na+].C(O)(=O)CC(CC(O)=O)(C(O)=O)O, predict the reaction product. (4) Given the reactants O=[C:2]([N:21]1[CH2:25][CH2:24][C@H:23]([O:26][CH2:27][CH2:28][O:29][CH2:30][CH2:31][O:32][CH2:33][CH2:34][O:35][CH2:36][CH2:37][O:38][CH2:39][CH2:40][O:41][CH3:42])[CH2:22]1)[C@@H:3]([NH:10][C:11](=O)OCC1C=CC=CC=1)[C:4]1[CH:9]=[CH:8][CH:7]=[CH:6][CH:5]=1.[H-].[Al+3].[Li+].[H-].[H-].[H-].C(=O)([O-])[O-].[Na+].[Na+], predict the reaction product. The product is: [CH3:11][NH:10][C@@H:3]([C:4]1[CH:5]=[CH:6][CH:7]=[CH:8][CH:9]=1)[CH2:2][N:21]1[CH2:25][CH2:24][C@H:23]([O:26][CH2:27][CH2:28][O:29][CH2:30][CH2:31][O:32][CH2:33][CH2:34][O:35][CH2:36][CH2:37][O:38][CH2:39][CH2:40][O:41][CH3:42])[CH2:22]1. (5) The product is: [CH:19](=[C:23]1[CH2:28][CH2:27][N:26]([CH2:2][C@@H:3]([CH3:18])[CH2:4][N:5]2[C:10]3[CH:11]=[C:12]([O:15][CH3:16])[CH:13]=[CH:14][C:9]=3[O:8][CH2:7][C:6]2=[O:17])[CH2:25][CH2:24]1)[CH2:20][CH2:21][CH3:22]. Given the reactants I[CH2:2][C@@H:3]([CH3:18])[CH2:4][N:5]1[C:10]2[CH:11]=[C:12]([O:15][CH3:16])[CH:13]=[CH:14][C:9]=2[O:8][CH2:7][C:6]1=[O:17].[CH:19](=[C:23]1[CH2:28][CH2:27][NH:26][CH2:25][CH2:24]1)[CH2:20][CH2:21][CH3:22], predict the reaction product.